Task: Predict the product of the given reaction.. Dataset: Forward reaction prediction with 1.9M reactions from USPTO patents (1976-2016) (1) Given the reactants FC1C=C(C2ON=C(C(N3C[C@H](CC(C)C)NC(=O)[C@@H]3CC(C)C)=O)C=2)C=CC=1F.[CH2:31]([C@@H:35]1[NH:40][CH2:39][C@H:38]([CH2:41][S:42][CH3:43])[NH:37][C:36]1=[O:44])[CH:32]([CH3:34])[CH3:33].[F:45][C:46]1[CH:51]=[CH:50][C:49]([C:52]2[CH:56]=[C:55]([C:57](O)=[O:58])[O:54][N:53]=2)=[CH:48][CH:47]=1, predict the reaction product. The product is: [F:45][C:46]1[CH:47]=[CH:48][C:49]([C:52]2[CH:56]=[C:55]([C:57]([N:40]3[CH2:39][C@H:38]([CH2:41][S:42][CH3:43])[NH:37][C:36](=[O:44])[C@@H:35]3[CH2:31][CH:32]([CH3:34])[CH3:33])=[O:58])[O:54][N:53]=2)=[CH:50][CH:51]=1. (2) Given the reactants [N+:1]([C:4]1[CH:5]=[C:6]([NH:13][C:14](=[O:26])[C:15]2[CH:20]=[CH:19][C:18]([N:21]3[CH2:25][CH2:24][CH2:23][CH2:22]3)=[CH:17][CH:16]=2)[CH:7]=[CH:8][C:9]=1[N+:10]([O-])=O)([O-])=O.[N:27]1[CH:32]=[CH:31][CH:30]=[C:29]([NH:33][C:34]([C:36]2[CH:43]=[CH:42][C:39]([CH:40]=O)=[CH:38][CH:37]=2)=[O:35])[CH:28]=1, predict the reaction product. The product is: [N:27]1[CH:32]=[CH:31][CH:30]=[C:29]([NH:33][C:34](=[O:35])[C:36]2[CH:37]=[CH:38][C:39]([C:40]3[NH:10][C:9]4[CH:8]=[CH:7][C:6]([NH:13][C:14](=[O:26])[C:15]5[CH:20]=[CH:19][C:18]([N:21]6[CH2:25][CH2:24][CH2:23][CH2:22]6)=[CH:17][CH:16]=5)=[CH:5][C:4]=4[N:1]=3)=[CH:42][CH:43]=2)[CH:28]=1. (3) Given the reactants [CH2:1]([O:19][CH:20]([CH2:64][O:65][CH2:66][CH2:67][CH2:68][CH2:69][CH2:70][CH2:71][CH2:72][CH2:73][CH2:74][CH2:75][CH2:76][CH2:77][CH2:78][CH2:79][CH2:80][CH2:81][CH2:82][CH3:83])[CH2:21][O:22][C:23](=[O:63])[NH:24][CH2:25][CH2:26][CH2:27][CH2:28][CH2:29][C:30]([N:32]1[CH2:36][CH:35]([OH:37])[CH2:34][CH:33]1[CH:38]([C:57]1[CH:62]=[CH:61][CH:60]=[CH:59][CH:58]=1)[O:39][CH:40]([C:49]1[CH:54]=[CH:53][C:52]([O:55][CH3:56])=[CH:51][CH:50]=1)[C:41]1[CH:46]=[CH:45][C:44]([O:47][CH3:48])=[CH:43][CH:42]=1)=[O:31])[CH2:2][CH2:3][CH2:4][CH2:5][CH2:6][CH2:7][CH2:8][CH2:9][CH2:10][CH2:11][CH2:12][CH2:13][CH2:14][CH2:15][CH2:16][CH2:17][CH3:18].[C:84]1(=[O:90])[O:89][C:87](=[O:88])[CH2:86][CH2:85]1.C(N(CC)CC)C, predict the reaction product. The product is: [CH3:48][O:47][C:44]1[CH:43]=[CH:42][C:41]([CH:40]([C:49]2[CH:50]=[CH:51][C:52]([O:55][CH3:56])=[CH:53][CH:54]=2)[O:39][CH:38]([C:57]2[CH:62]=[CH:61][CH:60]=[CH:59][CH:58]=2)[CH:33]2[N:32]([C:30](=[O:31])[CH2:29][CH2:28][CH2:27][CH2:26][CH2:25][NH:24][C:23]([O:22][CH2:21][CH:20]([O:19][CH2:1][CH2:2][CH2:3][CH2:4][CH2:5][CH2:6][CH2:7][CH2:8][CH2:9][CH2:10][CH2:11][CH2:12][CH2:13][CH2:14][CH2:15][CH2:16][CH2:17][CH3:18])[CH2:64][O:65][CH2:66][CH2:67][CH2:68][CH2:69][CH2:70][CH2:71][CH2:72][CH2:73][CH2:74][CH2:75][CH2:76][CH2:77][CH2:78][CH2:79][CH2:80][CH2:81][CH2:82][CH3:83])=[O:63])[CH2:36][CH:35]([O:37][C:84](=[O:90])[CH2:85][CH2:86][C:87]([OH:89])=[O:88])[CH2:34]2)=[CH:46][CH:45]=1. (4) Given the reactants [Cl:1][C:2]1[CH:3]=[N:4][N:5]([CH3:16])[C:6]=1[C:7]1[CH:8]=[C:9]([C:13]([OH:15])=O)[O:10][C:11]=1[CH3:12].[NH2:17][C@@H:18]([CH2:31][C:32]1[CH:37]=[CH:36][CH:35]=[CH:34][C:33]=1[C:38]([F:41])([F:40])[F:39])[CH2:19][N:20]1[C:28](=[O:29])[C:27]2[C:22](=[CH:23][CH:24]=[CH:25][CH:26]=2)[C:21]1=[O:30].C(N(C(C)C)CC)(C)C.F[P-](F)(F)(F)(F)F.Br[P+](N1CCCC1)(N1CCCC1)N1CCCC1, predict the reaction product. The product is: [Cl:1][C:2]1[CH:3]=[N:4][N:5]([CH3:16])[C:6]=1[C:7]1[CH:8]=[C:9]([C:13]([NH:17][C@@H:18]([CH2:31][C:32]2[CH:37]=[CH:36][CH:35]=[CH:34][C:33]=2[C:38]([F:41])([F:39])[F:40])[CH2:19][N:20]2[C:28](=[O:29])[C:27]3[C:22](=[CH:23][CH:24]=[CH:25][CH:26]=3)[C:21]2=[O:30])=[O:15])[O:10][C:11]=1[CH3:12]. (5) Given the reactants [OH:1][C:2]1[C:11]([C:12]([O:14][CH2:15][CH3:16])=[O:13])=[C:10]([C:17]([O:19][CH2:20][CH3:21])=[O:18])[C:9]([OH:22])=[C:8]2[C:3]=1[CH:4]=[CH:5][CH:6]=[N:7]2.FC(F)(F)S(O[CH2:29][C:30]([F:33])([F:32])[F:31])(=O)=O.C([O-])([O-])=O.[K+].[K+].[NH4+].[Cl-], predict the reaction product. The product is: [F:31][C:30]([F:33])([F:32])[CH2:29][O:1][C:2]1[C:11]([C:12]([O:14][CH2:15][CH3:16])=[O:13])=[C:10]([C:17]([O:19][CH2:20][CH3:21])=[O:18])[C:9]([O:22][CH2:29][C:30]([F:31])([F:32])[F:33])=[C:8]2[C:3]=1[CH:4]=[CH:5][CH:6]=[N:7]2.